This data is from NCI-60 drug combinations with 297,098 pairs across 59 cell lines. The task is: Regression. Given two drug SMILES strings and cell line genomic features, predict the synergy score measuring deviation from expected non-interaction effect. Drug 1: CC12CCC(CC1=CCC3C2CCC4(C3CC=C4C5=CN=CC=C5)C)O. Drug 2: CN1CCC(CC1)COC2=C(C=C3C(=C2)N=CN=C3NC4=C(C=C(C=C4)Br)F)OC. Cell line: IGROV1. Synergy scores: CSS=47.2, Synergy_ZIP=0.817, Synergy_Bliss=4.46, Synergy_Loewe=-20.3, Synergy_HSA=5.62.